Dataset: Full USPTO retrosynthesis dataset with 1.9M reactions from patents (1976-2016). Task: Predict the reactants needed to synthesize the given product. (1) Given the product [NH:1]1[C:9]2[C:4](=[CH:5][CH:6]=[CH:7][CH:8]=2)[C:3]([C:10]2[CH:15]=[CH:14][CH:13]=[CH:12][C:11]=2[CH2:16][C:17]([OH:19])=[O:18])=[CH:2]1, predict the reactants needed to synthesize it. The reactants are: [NH:1]1[C:9]2[C:4](=[CH:5][CH:6]=[CH:7][CH:8]=2)[C:3]([C:10]2[CH:15]=[CH:14][CH:13]=[CH:12][C:11]=2[CH2:16][C:17]([O:19]C)=[O:18])=[CH:2]1.S1C2C=CC=CC=2C=C1C1C=CC=CC=1CC(OC)=O. (2) Given the product [C:17]([C:21]1[CH:29]=[CH:28][C:24]([C:25]([NH:10][C:3]2[CH:2]=[CH:6][S:5][C:4]=2[C:7]([O:9][CH3:12])=[O:8])=[O:26])=[CH:23][CH:22]=1)([CH3:20])([CH3:19])[CH3:18], predict the reactants needed to synthesize it. The reactants are: C[C:2]1[C:3]([NH2:10])=[C:4]([C:7]([OH:9])=[O:8])[S:5][CH:6]=1.N1C=CC=C[CH:12]=1.[C:17]([C:21]1[CH:29]=[CH:28][C:24]([C:25](Cl)=[O:26])=[CH:23][CH:22]=1)([CH3:20])([CH3:19])[CH3:18]. (3) Given the product [NH2:1][C:4]1[CH:5]=[CH:6][C:7]([N:10]2[CH:14]=[CH:13][N:12]=[C:11]2[CH2:15][OH:16])=[CH:8][CH:9]=1, predict the reactants needed to synthesize it. The reactants are: [N+:1]([C:4]1[CH:9]=[CH:8][C:7]([N:10]2[CH:14]=[CH:13][N:12]=[C:11]2[CH2:15][OH:16])=[CH:6][CH:5]=1)([O-])=O. (4) Given the product [CH2:28]([O:30][C:31](=[O:47])[CH2:32][C:33]1[C:34]([CH3:46])=[C:35]([S:17][C:18]2[CH:19]=[CH:20][C:21]([S:24]([CH3:27])(=[O:25])=[O:26])=[CH:22][CH:23]=2)[N:36]2[C:41]=1[CH:40]=[C:39]([C:42]([F:43])([F:44])[F:45])[CH:38]=[CH:37]2)[CH3:29], predict the reactants needed to synthesize it. The reactants are: S(Cl)(Cl)(=O)=O.[CH3:27][S:24]([C:21]1[CH:22]=[CH:23][C:18]([S:17][S:17][C:18]2[CH:23]=[CH:22][C:21]([S:24]([CH3:27])(=[O:26])=[O:25])=[CH:20][CH:19]=2)=[CH:19][CH:20]=1)(=[O:26])=[O:25].[CH2:28]([O:30][C:31](=[O:47])[CH2:32][C:33]1[C:34]([CH3:46])=[CH:35][N:36]2[C:41]=1[CH:40]=[C:39]([C:42]([F:45])([F:44])[F:43])[CH:38]=[CH:37]2)[CH3:29]. (5) Given the product [O:15]1[CH2:4][CH2:3][CH2:2][CH2:6][CH:14]1[O:1][CH:2]1[CH2:6][CH2:5][CH:4]([CH2:7][OH:9])[CH2:3]1, predict the reactants needed to synthesize it. The reactants are: [O:1]=[C:2]1[CH2:6][CH2:5][CH:4]([C:7]([OH:9])=O)[CH2:3]1.S(Cl)(Cl)=O.[CH3:14][OH:15]. (6) The reactants are: [C:1](O)(=[O:9])[C:2]1[C:3](=[CH:5][CH:6]=[CH:7][CH:8]=1)[SH:4].[Br:11][C:12]1[CH:17]=[CH:16][C:15]([OH:18])=[CH:14][CH:13]=1. Given the product [Br:11][C:12]1[C:17]2[C:1](=[O:9])[C:2]3[C:3](=[CH:5][CH:6]=[CH:7][CH:8]=3)[S:4][C:16]=2[C:15]([OH:18])=[CH:14][CH:13]=1, predict the reactants needed to synthesize it.